This data is from Catalyst prediction with 721,799 reactions and 888 catalyst types from USPTO. The task is: Predict which catalyst facilitates the given reaction. (1) Product: [Cl:22][C:4]1[CH:5]=[C:6]2[C:14](=[C:2]([NH:1][C:26](=[O:27])[C:25]3[CH:29]=[CH:30][CH:31]=[N:32][CH:24]=3)[CH:3]=1)[NH:13][C:12]1[CH:11]=[N:10][CH:9]=[C:8]([NH:15][C:16](=[O:21])[C:17]([F:20])([F:19])[F:18])[C:7]2=1. The catalyst class is: 17. Reactant: [NH2:1][C:2]1[CH:3]=[C:4]([Cl:22])[CH:5]=[C:6]2[C:14]=1[NH:13][C:12]1[CH:11]=[N:10][CH:9]=[C:8]([NH:15][C:16](=[O:21])[C:17]([F:20])([F:19])[F:18])[C:7]2=1.C[C:24]1[N:32]=[CH:31][CH:30]=[CH:29][C:25]=1[C:26](O)=[O:27].CCN=C=NCCCN(C)C. (2) Reactant: Cl.[NH:2]1[CH2:5][CH:4]([O:6][C:7]2[CH:12]=[CH:11][C:10]([I:13])=[CH:9][N:8]=2)[CH2:3]1.C(N(CC)CC)C.[CH:21]1[CH:26]=[N:25][CH:24]=[C:23]([N:27]=[C:28]=[O:29])[CH:22]=1. Product: [N:25]1[CH:26]=[CH:21][CH:22]=[C:23]([NH:27][C:28]([N:2]2[CH2:3][CH:4]([O:6][C:7]3[CH:12]=[CH:11][C:10]([I:13])=[CH:9][N:8]=3)[CH2:5]2)=[O:29])[CH:24]=1. The catalyst class is: 4. (3) Reactant: [Cl-].O[NH3+].C(O)C.CC[N:9](C(C)C)C(C)C.[Br:16][C:17]1[N:22]=[N:21][C:20]([NH:23][C:24]([NH:26]C(=O)OCC)=S)=[CH:19][CH:18]=1. Product: [Br:16][C:17]1[CH:18]=[CH:19][C:20]2[N:21]([N:9]=[C:24]([NH2:26])[N:23]=2)[N:22]=1. The catalyst class is: 5. (4) Reactant: C(O[C:6](=[O:39])[NH:7][CH:8]([CH2:30][C:31]1[CH:36]=[C:35]([F:37])[CH:34]=[C:33]([F:38])[CH:32]=1)[CH:9]([OH:29])[CH2:10][NH:11][C:12]1([C:22]2[CH:27]=[CH:26][CH:25]=[C:24]([Br:28])[CH:23]=2)[CH2:21][CH2:20][C:15]2([O:19][CH2:18][CH2:17][O:16]2)[CH2:14][CH2:13]1)(C)(C)C.[CH3:40]N1CCOCC1.C(O)(=O)C.O.ON1C2C=CC=CC=2N=N1.Cl.C(N=C=NCCCN(C)C)C. Product: [Br:28][C:24]1[CH:23]=[C:22]([C:12]2([NH:11][CH2:10][CH:9]([OH:29])[CH:8]([NH:7][C:6](=[O:39])[CH3:40])[CH2:30][C:31]3[CH:36]=[C:35]([F:37])[CH:34]=[C:33]([F:38])[CH:32]=3)[CH2:13][CH2:14][C:15]3([O:19][CH2:18][CH2:17][O:16]3)[CH2:20][CH2:21]2)[CH:27]=[CH:26][CH:25]=1. The catalyst class is: 617. (5) Reactant: [N:1]1[CH:6]=[CH:5][CH:4]=[CH:3][C:2]=1[C:7]1[N:8]=[C:9]([O:16][C@H:17]2[CH2:21][NH:20][C@H:19]([C:22]([NH:24][C@:25]3([C:30]([O:32][CH3:33])=[O:31])[CH2:27][C@H:26]3[CH:28]=[CH2:29])=[O:23])[CH2:18]2)[C:10]2[CH:15]=[CH:14][S:13][C:11]=2[N:12]=1.[C:34]([O:38][C:39]([NH:41][C@@H:42]([CH2:46][CH2:47][CH2:48][CH2:49][CH2:50][CH:51]=[CH2:52])[C:43](O)=[O:44])=[O:40])([CH3:37])([CH3:36])[CH3:35].C(N(CC)CC)C.CN(C(ON1N=NC2C=CC=NC1=2)=[N+](C)C)C.F[P-](F)(F)(F)(F)F.C(=O)(O)[O-].[Na+]. Product: [C:34]([O:38][C:39]([NH:41][C@@H:42]([CH2:46][CH2:47][CH2:48][CH2:49][CH2:50][CH:51]=[CH2:52])[C:43]([N:20]1[CH2:21][C@H:17]([O:16][C:9]2[C:10]3[CH:15]=[CH:14][S:13][C:11]=3[N:12]=[C:7]([C:2]3[CH:3]=[CH:4][CH:5]=[CH:6][N:1]=3)[N:8]=2)[CH2:18][C@H:19]1[C:22]([NH:24][C@:25]1([C:30]([O:32][CH3:33])=[O:31])[CH2:27][C@H:26]1[CH:28]=[CH2:29])=[O:23])=[O:44])=[O:40])([CH3:37])([CH3:36])[CH3:35]. The catalyst class is: 44. (6) Reactant: [Si]([O:8][CH2:9][C:10]1[N:11]=[C:12]([C:15]2([O:21][CH3:22])[CH2:20][CH2:19][O:18][CH2:17][CH2:16]2)[S:13][CH:14]=1)(C(C)(C)C)(C)C.F.F.F.C(N(CC)CC)C. Product: [CH3:22][O:21][C:15]1([C:12]2[S:13][CH:14]=[C:10]([CH2:9][OH:8])[N:11]=2)[CH2:20][CH2:19][O:18][CH2:17][CH2:16]1. The catalyst class is: 76. (7) Reactant: I[C:2]1[C:3]([C:16]2[CH:21]=[CH:20][CH:19]=[C:18]([N+:22]([O-:24])=[O:23])[CH:17]=2)=[N:4][N:5]([CH2:7][C:8]2[CH:13]=[CH:12][C:11]([O:14][CH3:15])=[CH:10][CH:9]=2)[CH:6]=1.CC1(C)C(C)(C)OB([C:33]2[CH:38]=[CH:37][N:36]=[CH:35][CH:34]=2)O1.C(=O)([O-])[O-].[Cs+].[Cs+]. The catalyst class is: 70. Product: [CH3:15][O:14][C:11]1[CH:12]=[CH:13][C:8]([CH2:7][N:5]2[CH:6]=[C:2]([C:33]3[CH:38]=[CH:37][N:36]=[CH:35][CH:34]=3)[C:3]([C:16]3[CH:21]=[CH:20][CH:19]=[C:18]([N+:22]([O-:24])=[O:23])[CH:17]=3)=[N:4]2)=[CH:9][CH:10]=1.